Dataset: Forward reaction prediction with 1.9M reactions from USPTO patents (1976-2016). Task: Predict the product of the given reaction. Given the reactants [C:1]([O:5][C:6](=[O:11])[NH:7][CH2:8][C:9]#[CH:10])([CH3:4])([CH3:3])[CH3:2].C(NC(C)C)(C)C.[Cl:19][C:20]1[CH:21]=[C:22]([NH:35][C:36]2[C:45]3[C:40](=[CH:41][CH:42]=[C:43](I)[CH:44]=3)[N:39]=[CH:38][N:37]=2)[CH:23]=[CH:24][C:25]=1[O:26][CH2:27][C:28]1[CH:33]=[CH:32][CH:31]=[C:30]([F:34])[CH:29]=1, predict the reaction product. The product is: [C:1]([O:5][C:6](=[O:11])[NH:7][CH2:8][C:9]#[C:10][C:43]1[CH:44]=[C:45]2[C:40](=[CH:41][CH:42]=1)[N:39]=[CH:38][N:37]=[C:36]2[NH:35][C:22]1[CH:23]=[CH:24][C:25]([O:26][CH2:27][C:28]2[CH:33]=[CH:32][CH:31]=[C:30]([F:34])[CH:29]=2)=[C:20]([Cl:19])[CH:21]=1)([CH3:4])([CH3:3])[CH3:2].